Dataset: Full USPTO retrosynthesis dataset with 1.9M reactions from patents (1976-2016). Task: Predict the reactants needed to synthesize the given product. (1) Given the product [CH2:9]([O:8][CH:7]([O:11][CH2:12][CH3:13])[C:6]1[O:5][C:4]2[CH:14]=[CH:15][CH:16]=[CH:17][C:3]=2[C:2]=1[C:26](=[O:34])[C:27]1[CH:32]=[CH:31][CH:30]=[CH:29][C:28]=1[F:33])[CH3:10], predict the reactants needed to synthesize it. The reactants are: Br[C:2]1[C:3]2[CH:17]=[CH:16][CH:15]=[CH:14][C:4]=2[O:5][C:6]=1[CH:7]([O:11][CH2:12][CH3:13])[O:8][CH2:9][CH3:10].C([Li])(C)(C)C.CON(C)[C:26](=[O:34])[C:27]1[CH:32]=[CH:31][CH:30]=[CH:29][C:28]=1[F:33].O. (2) Given the product [O:1]1[C:10]2[C:5](=[CH:6][CH:7]=[CH:8][CH:9]=2)[C:4](=[O:11])[CH2:3][CH2:2]1, predict the reactants needed to synthesize it. The reactants are: [O:1]1[C:10]2[C:5](=[CH:6][CH:7]=[CH:8][CH:9]=2)[C:4](=[O:11])[CH:3]=[CH:2]1.CCN(C(C)C)C(C)C. (3) The reactants are: [C:1]1([C:7]2[N:8]=[CH:9][NH:10][C:11]=2[C:12]2[CH:17]=[CH:16][CH:15]=[CH:14][CH:13]=2)[CH:6]=[CH:5][CH:4]=[CH:3][CH:2]=1.CS(O[CH2:23][CH2:24][CH2:25][CH2:26][CH2:27][NH:28][C:29]([O:31][C:32]([CH3:35])([CH3:34])[CH3:33])=[O:30])(=O)=O.C(=O)([O-])[O-].[K+].[K+]. Given the product [C:1]1([C:7]2[N:8]=[CH:9][N:10]([CH2:23][CH2:24][CH2:25][CH2:26][CH2:27][NH:28][C:29](=[O:30])[O:31][C:32]([CH3:35])([CH3:34])[CH3:33])[C:11]=2[C:12]2[CH:13]=[CH:14][CH:15]=[CH:16][CH:17]=2)[CH:6]=[CH:5][CH:4]=[CH:3][CH:2]=1, predict the reactants needed to synthesize it. (4) Given the product [Cl:9][C:8]1[CH:7]=[CH:6][C:5]([NH:10][C:11]2[C:12]3[CH:20]=[C:19]([NH:29][CH2:28][C:27]4[CH:30]=[CH:31][C:24]([O:23][CH3:22])=[CH:25][CH:26]=4)[N:18]=[CH:17][C:13]=3[N:14]=[CH:15][N:16]=2)=[CH:4][C:3]=1[C:1]#[CH:2], predict the reactants needed to synthesize it. The reactants are: [C:1]([C:3]1[CH:4]=[C:5]([NH:10][C:11]2[C:12]3[CH:20]=[C:19](F)[N:18]=[CH:17][C:13]=3[N:14]=[CH:15][N:16]=2)[CH:6]=[CH:7][C:8]=1[Cl:9])#[CH:2].[CH3:22][O:23][C:24]1[CH:31]=[CH:30][C:27]([CH2:28][NH2:29])=[CH:26][CH:25]=1. (5) Given the product [CH3:17][C@H:16]1[NH:4][C@H:5]([C:18]2[CH:23]=[CH:22][C:21](/[CH:24]=[CH:25]/[C:26]([O:28][CH3:29])=[O:27])=[CH:20][CH:19]=2)[C:6]2[NH:7][C:8]3[C:13]([C:14]=2[CH2:15]1)=[CH:12][CH:11]=[CH:10][CH:9]=3, predict the reactants needed to synthesize it. The reactants are: C([N:4]1[C@H:16]([CH3:17])[CH2:15][C:14]2[C:13]3[C:8](=[CH:9][CH:10]=[CH:11][CH:12]=3)[NH:7][C:6]=2[C@@H:5]1[C:18]1[CH:23]=[CH:22][C:21](/[CH:24]=[CH:25]/[C:26]([O:28][CH3:29])=[O:27])=[CH:20][CH:19]=1)C=C.C(N1[C@H](C)CC2C3C(=CC=CC=3)NC=2[C@H]1C1C=CC(/C=C/C(OC)=O)=CC=1)C=C.